Dataset: NCI-60 drug combinations with 297,098 pairs across 59 cell lines. Task: Regression. Given two drug SMILES strings and cell line genomic features, predict the synergy score measuring deviation from expected non-interaction effect. (1) Drug 1: CC1C(C(CC(O1)OC2CC(CC3=C2C(=C4C(=C3O)C(=O)C5=C(C4=O)C(=CC=C5)OC)O)(C(=O)C)O)N)O.Cl. Drug 2: CC(C)CN1C=NC2=C1C3=CC=CC=C3N=C2N. Cell line: OVCAR-5. Synergy scores: CSS=9.73, Synergy_ZIP=-2.73, Synergy_Bliss=2.35, Synergy_Loewe=-6.46, Synergy_HSA=0.366. (2) Drug 1: CCCS(=O)(=O)NC1=C(C(=C(C=C1)F)C(=O)C2=CNC3=C2C=C(C=N3)C4=CC=C(C=C4)Cl)F. Drug 2: C1=CC=C(C=C1)NC(=O)CCCCCCC(=O)NO. Cell line: OVCAR-5. Synergy scores: CSS=8.93, Synergy_ZIP=0.754, Synergy_Bliss=2.44, Synergy_Loewe=-26.4, Synergy_HSA=-2.39. (3) Drug 1: CC12CCC(CC1=CCC3C2CCC4(C3CC=C4C5=CN=CC=C5)C)O. Drug 2: CCCCCOC(=O)NC1=NC(=O)N(C=C1F)C2C(C(C(O2)C)O)O. Cell line: PC-3. Synergy scores: CSS=-0.00850, Synergy_ZIP=-1.42, Synergy_Bliss=-3.89, Synergy_Loewe=-5.78, Synergy_HSA=-3.77. (4) Drug 1: C1=NC(=NC(=O)N1C2C(C(C(O2)CO)O)O)N. Drug 2: C1=NC2=C(N1)C(=S)N=CN2. Synergy scores: CSS=58.7, Synergy_ZIP=-1.92, Synergy_Bliss=-0.998, Synergy_Loewe=1.06, Synergy_HSA=3.88. Cell line: OVCAR3.